Dataset: Catalyst prediction with 721,799 reactions and 888 catalyst types from USPTO. Task: Predict which catalyst facilitates the given reaction. (1) Reactant: C([O:3][C:4]([C@@:6]12[CH2:24][C@H:23]1[CH:22]=[CH:21][CH2:20][CH2:19][CH2:18][CH2:17][CH2:16][C@H:15]([NH:25][C:26]([O:28][C:29]([CH3:32])([CH3:31])[CH3:30])=[O:27])[C:14](=[O:33])[N:13]1[C@@H:9]([CH2:10][C@@H:11]([O:34][C:35]([N:37]3[CH2:45][C:44]4[C:39](=[CH:40][CH:41]=[CH:42][CH:43]=4)[CH2:38]3)=[O:36])[CH2:12]1)[C:8](=[O:46])[NH:7]2)=[O:5])C.O[Li].O. Product: [C:29]([O:28][C:26]([NH:25][C@@H:15]1[C:14](=[O:33])[N:13]2[C@@H:9]([CH2:10][C@@H:11]([O:34][C:35]([N:37]3[CH2:38][C:39]4[C:44](=[CH:43][CH:42]=[CH:41][CH:40]=4)[CH2:45]3)=[O:36])[CH2:12]2)[C:8](=[O:46])[NH:7][C@@:6]2([C:4]([OH:5])=[O:3])[C@@H:23]([CH2:24]2)[CH:22]=[CH:21][CH2:20][CH2:19][CH2:18][CH2:17][CH2:16]1)=[O:27])([CH3:32])([CH3:30])[CH3:31]. The catalyst class is: 61. (2) Reactant: N(C(OCC)=O)=NC(OCC)=O.C1(P(C2C=CC=CC=2)C2C=CC=CC=2)C=CC=CC=1.O[C:33]1[C:34]([C:42]2([CH2:56][OH:57])[C:50](=[O:51])[CH:49]=[C:48]3[S:52][CH2:53][CH2:54][CH2:55][N:46]4[C:47]3=[C:43]2[CH:44]=[CH:45]4)=[CH:35][C:36]2[O:40][CH2:39][O:38][C:37]=2[CH:41]=1. Product: [CH2:55]1[N:46]2[C:47]3[C:48](=[CH:49][C:50](=[O:51])[C:42]4([C:34]5=[CH:35][C:36]6[O:40][CH2:39][O:38][C:37]=6[CH:41]=[C:33]5[O:57][CH2:56]4)[C:43]=3[CH:44]=[CH:45]2)[S:52][CH2:53][CH2:54]1. The catalyst class is: 7. (3) Reactant: [CH3:1][N:2]1[C:10]2[N:9]=[C:8](Br)[NH:7][C:6]=2[C:5](=[O:12])[NH:4][C:3]1=[O:13].C(N(C(C)C)CC)(C)C.Br[CH2:24][C:25]#[C:26][CH3:27].C(=O)([O-])[O-].[K+].[K+].Cl[CH2:35][C:36]1[N:45]=[C:44]([CH3:46])[C:43]2[C:38](=[CH:39][CH:40]=[CH:41][CH:42]=2)[N:37]=1.Cl.Cl.[NH:49]1[CH2:54][CH2:53][CH2:52][C@@H:51]([NH2:55])[CH2:50]1. Product: [CH3:24][C:25]#[C:26][CH2:27][N:7]1[C:8]([N:49]2[CH2:50][C@H:51]([NH2:55])[CH2:52][CH2:53][CH2:54]2)=[N:9][C:10]2[N:2]([CH3:1])[C:3]([N:4]([CH2:35][C:36]3[N:45]=[C:44]([CH3:46])[C:43]4[CH:42]=[CH:41][CH:40]=[CH:39][C:38]=4[N:37]=3)[C:5](=[O:12])[C:6]1=2)=[O:13]. The catalyst class is: 9. (4) Reactant: [F:1][C:2]1[CH:3]=[C:4]([CH:50]=[CH:51][CH:52]=1)[CH2:5][N:6]1[C:10]([CH3:11])=[C:9]([C:12]2[C:20]3[C:15](=[N:16][CH:17]=[C:18]([C:21]4[CH:22]=[CH:23][C:24]([N:27]5[CH2:32][CH2:31][N:30](C(OC(C)(C)C)=O)[CH2:29][CH2:28]5)=[N:25][CH:26]=4)[CH:19]=3)[N:14]([S:40]([C:43]3[CH:49]=[CH:48][C:46]([CH3:47])=[CH:45][CH:44]=3)(=[O:42])=[O:41])[CH:13]=2)[CH:8]=[N:7]1.[ClH:53]. Product: [ClH:53].[F:1][C:2]1[CH:3]=[C:4]([CH:50]=[CH:51][CH:52]=1)[CH2:5][N:6]1[C:10]([CH3:11])=[C:9]([C:12]2[C:20]3[C:15](=[N:16][CH:17]=[C:18]([C:21]4[CH:26]=[N:25][C:24]([N:27]5[CH2:32][CH2:31][NH:30][CH2:29][CH2:28]5)=[CH:23][CH:22]=4)[CH:19]=3)[N:14]([S:40]([C:43]3[CH:44]=[CH:45][C:46]([CH3:47])=[CH:48][CH:49]=3)(=[O:42])=[O:41])[CH:13]=2)[CH:8]=[N:7]1. The catalyst class is: 28. (5) Reactant: Br[CH2:2][CH2:3][CH2:4][O:5][C:6]1[CH:15]=[C:14]2[C:9]([C:10]([O:16][C:17]3[CH:22]=[CH:21][C:20]([NH:23][C:24]([NH:26][C:27]4[CH:32]=[CH:31][C:30]([F:33])=[CH:29][C:28]=4[F:34])=[O:25])=[C:19]([Cl:35])[CH:18]=3)=[N:11][CH:12]=[N:13]2)=[CH:8][C:7]=1[O:36][CH3:37].C(=O)([O-])[O-].[K+].[K+].[CH3:44][NH:45][CH2:46][CH2:47][OH:48].O. The catalyst class is: 9. Product: [Cl:35][C:19]1[CH:18]=[C:17]([O:16][C:10]2[C:9]3[C:14](=[CH:15][C:6]([O:5][CH2:4][CH2:3][CH2:2][N:45]([CH2:46][CH2:47][OH:48])[CH3:44])=[C:7]([O:36][CH3:37])[CH:8]=3)[N:13]=[CH:12][N:11]=2)[CH:22]=[CH:21][C:20]=1[NH:23][C:24]([NH:26][C:27]1[CH:32]=[CH:31][C:30]([F:33])=[CH:29][C:28]=1[F:34])=[O:25]. (6) The catalyst class is: 17. Reactant: [NH:1]1[C:9]2[C:4](=[N:5][C:6]([NH2:10])=[CH:7][CH:8]=2)[CH:3]=[CH:2]1.[Cl:11][C:12]1[CH:13]=[C:14]([CH:18]=[CH:19][C:20]=1[Cl:21])[C:15](Cl)=[O:16].ClCCl.CO. Product: [Cl:11][C:12]1[CH:13]=[C:14]([CH:18]=[CH:19][C:20]=1[Cl:21])[C:15]([NH:10][C:6]1[N:5]=[C:4]2[CH:3]=[CH:2][NH:1][C:9]2=[CH:8][CH:7]=1)=[O:16]. (7) Reactant: [Br:1][C:2]1[CH:3]=[C:4]2[C:8](=[CH:9][CH:10]=1)[NH:7][C:6](=[O:11])[C:5]2=[O:12].C(N=P1(N(CC)CC)N(C)CCCN1C)(C)(C)C.[Cl:31][C:32]1[CH:39]=[CH:38][CH:37]=[CH:36][C:33]=1[CH2:34]Br.[Br-]. Product: [Br:1][C:2]1[CH:3]=[C:4]2[C:8](=[CH:9][CH:10]=1)[N:7]([CH2:34][C:33]1[CH:36]=[CH:37][CH:38]=[CH:39][C:32]=1[Cl:31])[C:6](=[O:11])[C:5]2=[O:12]. The catalyst class is: 382. (8) Reactant: [NH:1]1[CH2:6][CH2:5][CH2:4][CH2:3][CH2:2]1.[C:7]([C:9]1[CH:16]=[CH:15][C:12]([CH:13]=O)=[CH:11][CH:10]=1)#[N:8].[C:17]([C:21]1[CH:26]=[C:25]([C:27]([CH3:30])([CH3:29])[CH3:28])[CH:24]=[CH:23][C:22]=1[OH:31])([CH3:20])([CH3:19])[CH3:18]. Product: [C:17]([C:21]1[CH:26]=[C:25]([C:27]([CH3:30])([CH3:29])[CH3:28])[CH:24]=[C:23]([CH:13]([C:12]2[CH:15]=[CH:16][C:9]([C:7]#[N:8])=[CH:10][CH:11]=2)[N:1]2[CH2:6][CH2:5][CH2:4][CH2:3][CH2:2]2)[C:22]=1[OH:31])([CH3:20])([CH3:19])[CH3:18]. The catalyst class is: 11.